Dataset: Full USPTO retrosynthesis dataset with 1.9M reactions from patents (1976-2016). Task: Predict the reactants needed to synthesize the given product. (1) Given the product [Cl:1][C:2]1[CH:3]=[CH:4][C:5]2[NH:11][C:10]3[CH:12]=[CH:13][CH:14]=[CH:15][C:9]=3[C:8]([CH2:3][CH2:4][CH2:5][C:6]#[N:7])=[N:7][C:6]=2[CH:17]=1, predict the reactants needed to synthesize it. The reactants are: [Cl:1][C:2]1[CH:3]=[CH:4][C:5]2[NH:11][C:10]3[CH:12]=[CH:13][CH:14]=[CH:15][C:9]=3[C:8](Cl)=[N:7][C:6]=2[CH:17]=1. (2) Given the product [C:41]([NH:1][C@@H:2]([CH2:32][C:33]1[CH:38]=[C:37]([F:39])[CH:36]=[C:35]([F:40])[CH:34]=1)[C@H:3]([OH:31])[CH2:4][NH:5][CH:6]1[C:15]2[C:10](=[CH:11][CH:12]=[C:13]([CH2:16][C:17]([CH3:20])([CH3:19])[CH3:18])[CH:14]=2)[N:9]([C:21]([O:23][CH2:24][C:25]2[CH:26]=[CH:27][CH:28]=[CH:29][CH:30]=2)=[O:22])[CH2:8][CH2:7]1)(=[O:43])[CH3:42], predict the reactants needed to synthesize it. The reactants are: [NH2:1][C@@H:2]([CH2:32][C:33]1[CH:38]=[C:37]([F:39])[CH:36]=[C:35]([F:40])[CH:34]=1)[C@H:3]([OH:31])[CH2:4][NH:5][CH:6]1[C:15]2[C:10](=[CH:11][CH:12]=[C:13]([CH2:16][C:17]([CH3:20])([CH3:19])[CH3:18])[CH:14]=2)[N:9]([C:21]([O:23][CH2:24][C:25]2[CH:30]=[CH:29][CH:28]=[CH:27][CH:26]=2)=[O:22])[CH2:8][CH2:7]1.[C:41](N(C(=O)C)OC)(=[O:43])[CH3:42].